Dataset: Experimental lipophilicity measurements (octanol/water distribution) for 4,200 compounds from AstraZeneca. Task: Regression/Classification. Given a drug SMILES string, predict its absorption, distribution, metabolism, or excretion properties. Task type varies by dataset: regression for continuous measurements (e.g., permeability, clearance, half-life) or binary classification for categorical outcomes (e.g., BBB penetration, CYP inhibition). For this dataset (lipophilicity_astrazeneca), we predict Y. (1) The drug is Cn1cc[nH]c1=S. The Y is -0.420 logD. (2) The compound is Cc1ccc(S(=O)(=O)Nc2c(C(=O)N(C)C3CCCCC3)cnn2-c2ccccc2)cc1. The Y is 2.01 logD. (3) The molecule is COc1ccc(-n2sc3ccccc3c2=O)cc1. The Y is 3.02 logD. (4) The drug is c1ccc(-c2n[nH]cc2-c2ccnc3ccccc23)nc1. The Y is 2.57 logD. (5) The compound is COc1ccc2ncc(=O)n(CCN3CCC(NCc4cc5c(cn4)OCCO5)CC3)c2n1. The Y is 0.830 logD.